Dataset: Catalyst prediction with 721,799 reactions and 888 catalyst types from USPTO. Task: Predict which catalyst facilitates the given reaction. (1) Reactant: C(OC([N:6]1[CH2:11][CH2:10][N:9]([S:12]([C:15]2[CH:20]=[CH:19][C:18]([O:21][CH2:22][CH2:23][CH3:24])=[C:17]([C:25]3[NH:39][C:28]4[N:29]([CH2:36][CH2:37][CH3:38])[C:30](=[O:35])[N:31]([CH3:34])[C:32](=[O:33])[C:27]=4[CH:26]=3)[CH:16]=2)(=[O:14])=[O:13])[CH2:8][CH2:7]1)=O)C.[OH-].[K+]. Product: [CH3:34][N:31]1[C:32](=[O:33])[C:27]2[CH:26]=[C:25]([C:17]3[CH:16]=[C:15]([S:12]([N:9]4[CH2:10][CH2:11][NH:6][CH2:7][CH2:8]4)(=[O:14])=[O:13])[CH:20]=[CH:19][C:18]=3[O:21][CH2:22][CH2:23][CH3:24])[NH:39][C:28]=2[N:29]([CH2:36][CH2:37][CH3:38])[C:30]1=[O:35]. The catalyst class is: 32. (2) Reactant: C([O:8][C@H:9]1C[N:12]([C:14]([O:16][C:17]([CH3:20])([CH3:19])[CH3:18])=[O:15])[C@H:11](CO)[CH2:10]1)C1C=CC=CC=1.[C:40]1(P([C:36]2[CH:41]=[CH:40][CH:39]=[CH:38]C=2)[C:40]2[CH:41]=[CH:36]C=[CH:38][CH:39]=2)[CH:41]=[CH:36]C=[CH:38][CH:39]=1.[N+:42]([C:45]1[CH:53]=[CH:52][C:48]([C:49]([OH:51])=[O:50])=[CH:47][CH:46]=1)([O-:44])=[O:43].[N:54](C(OC(C)C)=O)=NC(OC(C)C)=O. Product: [N+:42]([C:45]1[CH:46]=[CH:47][C:48]([C:49]([O:51][C@@H:39]2[CH2:38][N:54]3[C:9](=[O:8])[CH2:10][CH2:11][N:12]([C:14]([O:16][C:17]([CH3:20])([CH3:19])[CH3:18])=[O:15])[CH2:36][C@@H:41]3[CH2:40]2)=[O:50])=[CH:52][CH:53]=1)([O-:44])=[O:43]. The catalyst class is: 253. (3) Reactant: Cl.CO[C:4]1[CH:5]=[C:6]2[C:11](=[CH:12][C:13]=1OCC1CCNCC1)[N:10]=[CH:9][N:8]([CH2:22][O:23][C:24](=[O:29])[C:25]([CH3:28])([CH3:27])[CH3:26])[C:7]2=[O:30].C(N(CC)CC)C.C(=O)([O-])[O-].[K+].[K+].C(S(C)(=O)=O)=C. Product: [C:24]([O:23][CH2:22][N:8]1[C:7](=[O:30])[C:6]2[C:11](=[CH:12][CH:13]=[CH:4][CH:5]=2)[N:10]=[CH:9]1)(=[O:29])[C:25]([CH3:28])([CH3:27])[CH3:26]. The catalyst class is: 100. (4) Reactant: [CH2:1]([C:3]1[S:4][CH:5]=[C:6](/[CH:8]=[CH:9]/[C:10]2[C:11]([O:22]COC)=[N:12][N:13]([C:15]3[CH:20]=[CH:19][CH:18]=[CH:17][C:16]=3[CH3:21])[CH:14]=2)[N:7]=1)[CH3:2].Cl. Product: [CH2:1]([C:3]1[S:4][CH:5]=[C:6](/[CH:8]=[CH:9]/[C:10]2[C:11]([OH:22])=[N:12][N:13]([C:15]3[CH:20]=[CH:19][CH:18]=[CH:17][C:16]=3[CH3:21])[CH:14]=2)[N:7]=1)[CH3:2]. The catalyst class is: 5.